This data is from Catalyst prediction with 721,799 reactions and 888 catalyst types from USPTO. The task is: Predict which catalyst facilitates the given reaction. (1) Product: [CH3:26][O:25][C:23](=[O:24])[C:22]([NH:21][C:17]([C:10]1[C:11]2[CH2:12][C@@H:13]3[CH2:16][C@@H:14]3[C:15]=2[N:8]([C:4]2[CH:3]=[C:2]([Cl:1])[CH:7]=[CH:6][N:5]=2)[N:9]=1)=[O:18])([CH2:29][F:30])[CH2:27][F:28]. Reactant: [Cl:1][C:2]1[CH:7]=[CH:6][N:5]=[C:4]([N:8]2[C:15]3[C@H:14]4[CH2:16][C@H:13]4[CH2:12][C:11]=3[C:10]([C:17](O)=[O:18])=[N:9]2)[CH:3]=1.Cl.[NH2:21][C:22]([CH2:29][F:30])([CH2:27][F:28])[C:23]([O:25][CH3:26])=[O:24].C(N(CC)CC)C.CN(C(ON1N=NC2C=CC=NC1=2)=[N+](C)C)C.F[P-](F)(F)(F)(F)F. The catalyst class is: 3. (2) Reactant: C(OC([NH:8][CH2:9][CH2:10][CH2:11][N:12]([C:42]1[CH:47]=[CH:46][CH:45]=[C:44]([Cl:48])[CH:43]=1)[C:13]1[CH:14]=[C:15]([CH:39]=[CH:40][CH:41]=1)[C:16]([NH:18][C@@H:19]([CH2:32][CH:33]1[CH2:38][CH2:37][CH2:36][CH2:35][CH2:34]1)[CH2:20][N:21]([CH3:31])[C:22](=[O:30])[O:23][CH2:24][CH2:25][Si:26]([CH3:29])([CH3:28])[CH3:27])=[O:17])=O)(C)(C)C.O.C1(C)C=CC(S(O)(=O)=O)=CC=1. Product: [NH2:8][CH2:9][CH2:10][CH2:11][N:12]([C:42]1[CH:47]=[CH:46][CH:45]=[C:44]([Cl:48])[CH:43]=1)[C:13]1[CH:14]=[C:15]([CH:39]=[CH:40][CH:41]=1)[C:16]([NH:18][C@@H:19]([CH2:32][CH:33]1[CH2:34][CH2:35][CH2:36][CH2:37][CH2:38]1)[CH2:20][N:21]([CH3:31])[C:22](=[O:30])[O:23][CH2:24][CH2:25][Si:26]([CH3:29])([CH3:28])[CH3:27])=[O:17]. The catalyst class is: 5. (3) Reactant: O.[OH-].[Li+].C[O:5][C:6]([C:8]12[CH2:15][CH2:14][C:11]([C:16]3[NH:17][C:18]([C:30]4[CH:35]=[CH:34][CH:33]=[C:32]([CH3:36])[N:31]=4)=[C:19]([C:21]4[CH:29]=[CH:28][C:24]5[O:25][CH2:26][O:27][C:23]=5[CH:22]=4)[N:20]=3)([CH2:12][CH2:13]1)[CH2:10][CH2:9]2)=[O:7]. Product: [O:25]1[C:24]2[CH:28]=[CH:29][C:21]([C:19]3[N:20]=[C:16]([C:11]45[CH2:14][CH2:15][C:8]([C:6]([OH:7])=[O:5])([CH2:9][CH2:10]4)[CH2:13][CH2:12]5)[NH:17][C:18]=3[C:30]3[CH:35]=[CH:34][CH:33]=[C:32]([CH3:36])[N:31]=3)=[CH:22][C:23]=2[O:27][CH2:26]1. The catalyst class is: 87. (4) Reactant: C([O:8][C:9]1[CH:14]=[CH:13][C:12]([C:15]2[C:19]3=[N:20][CH:21]=[CH:22][CH:23]=[C:18]3[NH:17][N:16]=2)=[CH:11][CH:10]=1)C1C=CC=CC=1.C([O-])([O-])=O.[Cs+].[Cs+].FC(F)(F)S(O[CH2:36][CH:37]([F:39])[F:38])(=O)=O.O. Product: [F:38][CH:37]([F:39])[CH2:36][N:17]1[C:18]2[C:19](=[N:20][CH:21]=[CH:22][CH:23]=2)[C:15]([C:12]2[CH:11]=[CH:10][C:9]([OH:8])=[CH:14][CH:13]=2)=[N:16]1. The catalyst class is: 3. (5) Reactant: [I:1][C:2]1[CH:9]=[CH:8][C:7]([C:10]([F:13])([F:12])[F:11])=[CH:6][C:3]=1[C:4]#N.CC(C[AlH]CC(C)C)C.Cl.CC[O:26]CC. Product: [I:1][C:2]1[CH:9]=[CH:8][C:7]([C:10]([F:13])([F:12])[F:11])=[CH:6][C:3]=1[CH:4]=[O:26]. The catalyst class is: 2. (6) Reactant: O.[NH2:2][C:3]1[CH:8]=[C:7]([C:9]([CH3:13])([CH3:12])[CH2:10][CH3:11])[CH:6]=[CH:5][C:4]=1[OH:14].[OH:15][C:16]1[CH:24]=[CH:23][C:19]([C:20](O)=O)=[CH:18][CH:17]=1.B(O)(O)O. Product: [CH3:12][C:9]([C:7]1[CH:6]=[CH:5][C:4]2[O:14][C:20]([C:19]3[CH:23]=[CH:24][C:16]([OH:15])=[CH:17][CH:18]=3)=[N:2][C:3]=2[CH:8]=1)([CH3:13])[CH2:10][CH3:11]. The catalyst class is: 262. (7) Reactant: [Cl:1][C:2]1[CH:3]=[C:4]([C:14]([CH3:24])([CH:18]([CH:21]([CH3:23])[CH3:22])[CH:19]=[CH2:20])C(O)=O)[CH:5]=[CH:6][C:7]=1[CH2:8][CH2:9][C:10]([CH3:13])([CH3:12])[CH3:11].C([N:27]([CH2:30]C)CC)C.C1(P(N=[N+]=[N-])(C2C=CC=CC=2)=[O:39])C=CC=CC=1. Product: [Cl:1][C:2]1[CH:3]=[C:4]([C:14]([N:27]=[C:30]=[O:39])([CH3:24])[CH:18]([CH:21]([CH3:23])[CH3:22])[CH:19]=[CH2:20])[CH:5]=[CH:6][C:7]=1[CH2:8][CH2:9][C:10]([CH3:12])([CH3:11])[CH3:13]. The catalyst class is: 11. (8) Reactant: [NH2:1][S:2]([C:5]1[CH:6]=[CH:7][C:8]([F:14])=[C:9]([CH:13]=1)[C:10](O)=[O:11])(=[O:4])=[O:3].[CH3:15][NH2:16].O1CCCC1. Product: [NH2:1][S:2]([C:5]1[CH:6]=[CH:7][C:8]([F:14])=[C:9]([CH:13]=1)[C:10]([NH:16][CH3:15])=[O:11])(=[O:4])=[O:3]. The catalyst class is: 4. (9) Reactant: C1(S(O)(=O)=O)C=CC=CC=1.[F-].[K+].[F:13][C:14]1[CH:19]=[CH:18][C:17]([F:20])=[CH:16][C:15]=1[C@@H:21]1[C@@H:26]([NH:27]C(=O)OC(C)(C)C)[CH2:25][C@@H:24]([N:35]2[CH2:42][C:41]3[C:37](=[N:38][N:39]([S:43]([CH3:46])(=[O:45])=[O:44])[CH:40]=3)[CH2:36]2)[CH2:23][O:22]1.C(N(CC)CC)C. Product: [F:13][C:14]1[CH:19]=[CH:18][C:17]([F:20])=[CH:16][C:15]=1[C@@H:21]1[C@@H:26]([NH2:27])[CH2:25][C@@H:24]([N:35]2[CH2:42][C:41]3[C:37](=[N:38][N:39]([S:43]([CH3:46])(=[O:45])=[O:44])[CH:40]=3)[CH2:36]2)[CH2:23][O:22]1. The catalyst class is: 46. (10) Reactant: [CH3:1][CH:2]1[CH2:7][CH:6]([CH3:8])[CH2:5][C:4](=[N:9][N:10]2[C:19]3[C:14](=[CH:15][CH:16]=[CH:17][CH:18]=3)[C:13]([OH:20])=[C:12]([C:21]3[NH:26][C:25]4[CH:27]=[CH:28][CH:29]=[CH:30][C:24]=4[S:23](=[O:32])(=[O:31])[N:22]=3)[C:11]2=[O:33])[CH2:3]1.CO.[BH4-].[Li+].Cl. Product: [CH3:1][CH:2]1[CH2:7][CH:6]([CH3:8])[CH2:5][CH:4]([NH:9][N:10]2[C:19]3[C:14](=[CH:15][CH:16]=[CH:17][CH:18]=3)[C:13]([OH:20])=[C:12]([C:21]3[NH:26][C:25]4[CH:27]=[CH:28][CH:29]=[CH:30][C:24]=4[S:23](=[O:32])(=[O:31])[N:22]=3)[C:11]2=[O:33])[CH2:3]1. The catalyst class is: 30.